Dataset: Reaction yield outcomes from USPTO patents with 853,638 reactions. Task: Predict the reaction yield, written as a fraction of the theoretical maximum amount of product (1.0 means a 100% yield; for example, 0.34 means a 34% yield). (1) The reactants are [OH:1][C:2]1[CH:3]=[C:4]([CH:8]=[CH:9][C:10]=1[N+:11]([O-:13])=[O:12])[C:5]([OH:7])=[O:6].C(=O)(O)[O-].[Na+].[CH2:19](Br)[C:20]1[CH:25]=[CH:24][CH:23]=[CH:22][CH:21]=1.Cl. The catalyst is CN(C=O)C. The product is [OH:1][C:2]1[CH:3]=[C:4]([CH:8]=[CH:9][C:10]=1[N+:11]([O-:13])=[O:12])[C:5]([O:7][CH2:19][C:20]1[CH:25]=[CH:24][CH:23]=[CH:22][CH:21]=1)=[O:6]. The yield is 1.00. (2) The reactants are [CH3:1][O:2][C:3](=[O:26])[CH:4]([C:9]1[CH:10]=[C:11]([C:16]2[CH:21]=[CH:20][C:19]([C:22]([F:25])([F:24])[F:23])=[CH:18][CH:17]=2)[CH:12]=[C:13]([OH:15])[CH:14]=1)[CH2:5][CH:6]([CH3:8])[CH3:7].[F:27][C:28]1[CH:29]=[C:30](B(O)O)[CH:31]=[C:32]([F:35])[C:33]=1[F:34]. No catalyst specified. The product is [CH3:1][O:2][C:3](=[O:26])[CH:4]([C:9]1[CH:10]=[C:11]([C:16]2[CH:17]=[CH:18][C:19]([C:22]([F:23])([F:25])[F:24])=[CH:20][CH:21]=2)[CH:12]=[C:13]([O:15][C:30]2[CH:29]=[C:28]([F:27])[C:33]([F:34])=[C:32]([F:35])[CH:31]=2)[CH:14]=1)[CH2:5][CH:6]([CH3:8])[CH3:7]. The yield is 0.300. (3) The reactants are [CH3:1][N:2]1[C:29]2[C:24](=[CH:25][C:26]([C:30]([OH:32])=O)=[CH:27][CH:28]=2)[C:4]2([CH2:9][CH2:8][N:7]([C:10](=[O:23])/[CH:11]=[CH:12]/[C:13]3[CH:18]=[CH:17][CH:16]=[CH:15][C:14]=3[C:19]([F:22])([F:21])[F:20])[CH2:6][CH2:5]2)[C:3]1=[O:33].[NH2:34][CH2:35][CH2:36][OH:37].C1C=CC2N(O)N=NC=2C=1.CCN=C=NCCCN(C)C.CCN(C(C)C)C(C)C. The catalyst is C(Cl)Cl. The product is [OH:37][CH2:36][CH2:35][NH:34][C:30]([C:26]1[CH:25]=[C:24]2[C:4]3([CH2:5][CH2:6][N:7]([C:10](=[O:23])/[CH:11]=[CH:12]/[C:13]4[CH:18]=[CH:17][CH:16]=[CH:15][C:14]=4[C:19]([F:22])([F:21])[F:20])[CH2:8][CH2:9]3)[C:3](=[O:33])[N:2]([CH3:1])[C:29]2=[CH:28][CH:27]=1)=[O:32]. The yield is 0.400. (4) The reactants are [Cl:1][C:2]1[CH:31]=[CH:30][C:5]2[C:6]3[N:15]=[C:14]([NH:16][C:17]4[CH:18]=[CH:19][C:20]([NH:23]C(=O)C(C)(C)C)=[N:21][CH:22]=4)[N:13]=[CH:12][C:7]=3[CH2:8][C:9](=[O:11])[NH:10][C:4]=2[CH:3]=1.Cl.C([O-])([O-])=O.[K+].[K+]. The catalyst is C1COCC1.CO.O. The product is [NH2:23][C:20]1[N:21]=[CH:22][C:17]([NH:16][C:14]2[N:13]=[CH:12][C:7]3[CH2:8][C:9](=[O:11])[NH:10][C:4]4[CH:3]=[C:2]([Cl:1])[CH:31]=[CH:30][C:5]=4[C:6]=3[N:15]=2)=[CH:18][CH:19]=1. The yield is 0.710.